This data is from Catalyst prediction with 721,799 reactions and 888 catalyst types from USPTO. The task is: Predict which catalyst facilitates the given reaction. Reactant: CO[CH:3](OC)[N:4]([CH3:6])[CH3:5].[N:9]1[C:10]([C:18]2[CH:23]=[CH:22][C:21]([C:24](=[O:26])[CH3:25])=[CH:20][CH:19]=2)=[CH:11][N:12]2[CH:17]=[CH:16][CH:15]=[CH:14][C:13]=12. Product: [CH3:6][N:4]([CH3:5])/[CH:3]=[CH:25]/[C:24]([C:21]1[CH:22]=[CH:23][C:18]([C:10]2[N:9]=[C:13]3[CH:14]=[CH:15][CH:16]=[CH:17][N:12]3[CH:11]=2)=[CH:19][CH:20]=1)=[O:26]. The catalyst class is: 9.